From a dataset of Reaction yield outcomes from USPTO patents with 853,638 reactions. Predict the reaction yield, written as a fraction of the theoretical maximum amount of product (1.0 means a 100% yield; for example, 0.34 means a 34% yield). (1) The reactants are [CH3:1][O:2][C:3]1[CH:4]=[C:5]([CH:11]2[CH2:16][CH:15]([C:17]([F:20])([F:19])[F:18])[N:14]3[N:21]=[C:22]([C:24]4[CH:29]=[CH:28][N:27]=[C:26]([C:30](O)=[O:31])[CH:25]=4)[CH:23]=[C:13]3[NH:12]2)[CH:6]=[CH:7][C:8]=1[O:9][CH3:10].[N:33]1([C:39]([O:41][C:42]([CH3:45])([CH3:44])[CH3:43])=[O:40])[CH2:38][CH2:37][NH:36][CH2:35][CH2:34]1. No catalyst specified. The product is [CH3:1][O:2][C:3]1[CH:4]=[C:5]([CH:11]2[CH2:16][CH:15]([C:17]([F:20])([F:18])[F:19])[N:14]3[N:21]=[C:22]([C:24]4[CH:29]=[CH:28][N:27]=[C:26]([C:30]([N:36]5[CH2:35][CH2:34][N:33]([C:39]([O:41][C:42]([CH3:45])([CH3:44])[CH3:43])=[O:40])[CH2:38][CH2:37]5)=[O:31])[CH:25]=4)[CH:23]=[C:13]3[NH:12]2)[CH:6]=[CH:7][C:8]=1[O:9][CH3:10]. The yield is 0.440. (2) The product is [Cl:8][C:9]1[CH:14]=[C:13]([O:15][C:16]2[C:25]3[C:20](=[CH:21][C:22]([O:28][CH3:29])=[C:23]([O:26][CH3:27])[CH:24]=3)[N:19]=[CH:18][N:17]=2)[CH:12]=[CH:11][C:10]=1[N:30]([CH3:1])[C:31](=[O:42])[O:32][CH2:33][C:34]1[CH:39]=[CH:38][CH:37]=[CH:36][C:35]=1[O:40][CH3:41]. The yield is 0.750. The reactants are [CH3:1]N(C)C=O.[H-].[Na+].[Cl:8][C:9]1[CH:14]=[C:13]([O:15][C:16]2[C:25]3[C:20](=[CH:21][C:22]([O:28][CH3:29])=[C:23]([O:26][CH3:27])[CH:24]=3)[N:19]=[CH:18][N:17]=2)[CH:12]=[CH:11][C:10]=1[NH:30][C:31](=[O:42])[O:32][CH2:33][C:34]1[CH:39]=[CH:38][CH:37]=[CH:36][C:35]=1[O:40][CH3:41].CI. The catalyst is O.